Binary Classification. Given a drug SMILES string, predict its activity (active/inactive) in a high-throughput screening assay against a specified biological target. From a dataset of Kir2.1 potassium channel HTS with 301,493 compounds. (1) The drug is Clc1c(n(nc1)C)C(=O)N1CCCCC1. The result is 0 (inactive). (2) The molecule is O(c1c(OC)cc(cc1OC)C(=O)NCC(=O)N\N=C\c1occc1)C. The result is 0 (inactive). (3) The compound is S(=O)(=O)(NCCC(=O)NC(c1ccccc1)C)c1ccc(OC)cc1. The result is 0 (inactive). (4) The compound is Clc1c(OCC(=O)NNC(=S)NCc2occc2)ccc(Cl)c1. The result is 0 (inactive). (5) The result is 0 (inactive). The molecule is O=C(N\N=C1\CCCC1)c1cc(O)cc(O)c1. (6) The drug is S(=O)(=O)(N(C)C)c1cc(NC(=O)c2c3CCCc3nc3c2cccc3)ccc1C. The result is 0 (inactive). (7) The molecule is S(C(C(=O)Nc1sc(nn1)c1ccccc1)C)c1n(C)cnn1. The result is 0 (inactive).